From a dataset of Full USPTO retrosynthesis dataset with 1.9M reactions from patents (1976-2016). Predict the reactants needed to synthesize the given product. (1) Given the product [OH:28][C:29]1[C:38]2[C:33](=[CH:34][CH:35]=[CH:36][CH:37]=2)[C:32]([NH:39][S:40]([C:43]2[S:44][CH:45]=[CH:46][CH:47]=2)(=[O:42])=[O:41])=[CH:31][C:30]=1[S:48][CH2:49][CH2:50][C:51]([O:53][CH3:54])=[O:52], predict the reactants needed to synthesize it. The reactants are: OC1C2C(=CC=CC=2)C(NS(C2SC=CC=2)(=O)=O)=CC=1SCC(OCC)=O.[O:28]=[C:29]1[C:38]2[C:33](=[CH:34][CH:35]=[CH:36][CH:37]=2)[C:32](=[N:39][S:40]([C:43]2[S:44][CH:45]=[CH:46][CH:47]=2)(=[O:42])=[O:41])[CH:31]=[C:30]1[S:48][CH2:49][CH2:50][C:51]([O:53][CH3:54])=[O:52]. (2) Given the product [O:17]=[C:9]1[CH2:10][C:11]2[C:16](=[CH:15][CH:14]=[CH:13][CH:12]=2)[N:8]1[CH2:7][C:6]([OH:18])=[O:5], predict the reactants needed to synthesize it. The reactants are: C([O:5][C:6](=[O:18])[CH2:7][N:8]1[C:16]2[C:11](=[CH:12][CH:13]=[CH:14][CH:15]=2)[CH2:10][C:9]1=[O:17])(C)(C)C.C(O)(C(F)(F)F)=O. (3) Given the product [Br:17][CH2:18][CH2:19][CH2:20][CH2:21][CH2:22][CH2:23][O:16][C:12]1[CH:11]=[C:10]2[C:15](=[CH:14][CH:13]=1)[N:7]([C:1]1[CH:6]=[CH:5][CH:4]=[CH:3][CH:2]=1)[CH:8]=[CH:9]2, predict the reactants needed to synthesize it. The reactants are: [C:1]1([N:7]2[C:15]3[C:10](=[CH:11][C:12]([OH:16])=[CH:13][CH:14]=3)[CH:9]=[CH:8]2)[CH:6]=[CH:5][CH:4]=[CH:3][CH:2]=1.[Br:17][CH2:18][CH2:19][CH2:20][CH2:21][CH2:22][CH2:23]Br.C([O-])([O-])=O.[K+].[K+]. (4) Given the product [CH:4]1([C@@:10]([C:37]([OH:39])=[O:38])([CH3:36])[NH:11][C:12]([C:14]2[CH:19]=[CH:18][C:17]([F:20])=[CH:16][C:15]=2[NH:21][C:22]([NH:24][C:25]2[C:30]([CH3:31])=[CH:29][C:28]([CH2:32][CH2:33][CH3:34])=[CH:27][C:26]=2[CH3:35])=[O:23])=[O:13])[CH2:9][CH2:8][CH2:7][CH2:6][CH2:5]1, predict the reactants needed to synthesize it. The reactants are: O.[OH-].[Li+].[CH:4]1([C@@:10]([C:37]([O:39]C)=[O:38])([CH3:36])[NH:11][C:12]([C:14]2[CH:19]=[CH:18][C:17]([F:20])=[CH:16][C:15]=2[NH:21][C:22]([NH:24][C:25]2[C:30]([CH3:31])=[CH:29][C:28]([CH2:32][CH2:33][CH3:34])=[CH:27][C:26]=2[CH3:35])=[O:23])=[O:13])[CH2:9][CH2:8][CH2:7][CH2:6][CH2:5]1.CO.Cl. (5) The reactants are: [C:1]([O:5][C:6]([N:8]1[CH2:13][CH2:12][CH:11]([C:14]2[CH:19]=[CH:18][C:17]([NH2:20])=[C:16]([C:21]3[CH2:26][CH2:25][C:24]([CH3:28])([CH3:27])[CH2:23][CH:22]=3)[N:15]=2)[CH2:10][CH2:9]1)=[O:7])([CH3:4])([CH3:3])[CH3:2].[K+].[C:30]([C:32]1[N:33]=[C:34]([C:45]([O-])=[O:46])[N:35]([CH2:37][O:38][CH2:39][CH2:40][Si:41]([CH3:44])([CH3:43])[CH3:42])[CH:36]=1)#[N:31].C1CN([P+](Br)(N2CCCC2)N2CCCC2)CC1.F[P-](F)(F)(F)(F)F.CCN(C(C)C)C(C)C. Given the product [C:1]([O:5][C:6]([N:8]1[CH2:9][CH2:10][CH:11]([C:14]2[CH:19]=[CH:18][C:17]([NH:20][C:45]([C:34]3[N:35]([CH2:37][O:38][CH2:39][CH2:40][Si:41]([CH3:44])([CH3:43])[CH3:42])[CH:36]=[C:32]([C:30]#[N:31])[N:33]=3)=[O:46])=[C:16]([C:21]3[CH2:26][CH2:25][C:24]([CH3:28])([CH3:27])[CH2:23][CH:22]=3)[N:15]=2)[CH2:12][CH2:13]1)=[O:7])([CH3:4])([CH3:2])[CH3:3], predict the reactants needed to synthesize it. (6) Given the product [Cl:32][C:17]1[CH:16]=[N:15][CH:14]=[C:13]([Cl:12])[C:18]=1/[CH:19]=[C:20](\[O:21][C:8](=[O:9])[C@H:7]([C:1]1[CH:6]=[CH:5][CH:4]=[CH:3][CH:2]=1)[CH3:11])/[C:22]1[CH:27]=[CH:26][C:25]([O:28][CH3:29])=[C:24]([O:30][CH3:31])[CH:23]=1, predict the reactants needed to synthesize it. The reactants are: [C:1]1([C@H:7]([CH3:11])[C:8](Cl)=[O:9])[CH:6]=[CH:5][CH:4]=[CH:3][CH:2]=1.[Cl:12][C:13]1[CH:14]=[N:15][CH:16]=[C:17]([Cl:32])[C:18]=1[CH2:19][C:20]([C:22]1[CH:27]=[CH:26][C:25]([O:28][CH3:29])=[C:24]([O:30][CH3:31])[CH:23]=1)=[O:21].